From a dataset of Catalyst prediction with 721,799 reactions and 888 catalyst types from USPTO. Predict which catalyst facilitates the given reaction. (1) Reactant: [CH2:1]([O:3][C:4]([N:6]1[CH2:11][CH2:10][N:9]([C:12](=[O:25])[C@@H:13]([NH:17][C:18]([O:20][C:21]([CH3:24])(C)C)=[O:19])[CH2:14][CH:15]=[CH2:16])[CH2:8][CH2:7]1)=[O:5])[CH3:2]. Product: [CH2:1]([O:3][C:4]([N:6]1[CH2:7][CH2:8][N:9]([C:12](=[O:25])[C@@H:13]([NH:17][C:18]([O:20][CH2:21][C:24]2[CH:16]=[CH:15][CH:14]=[CH:13][CH:12]=2)=[O:19])[CH2:14][CH:15]=[CH2:16])[CH2:10][CH2:11]1)=[O:5])[CH3:2]. The catalyst class is: 620. (2) Reactant: [OH:1][CH2:2][C:3]#[C:4][C:5]1[C:6]2[CH2:17][CH2:16][CH2:15][CH2:14][C:7]=2[S:8][C:9]=1[C:10]([O:12][CH3:13])=[O:11].N1C=CN=C1.[CH3:23][C:24]([Si:27](Cl)([CH3:29])[CH3:28])([CH3:26])[CH3:25].CCOC(C)=O. Product: [CH3:13][O:12][C:10]([C:9]1[S:8][C:7]2[CH2:14][CH2:15][CH2:16][CH2:17][C:6]=2[C:5]=1[C:4]#[C:3][CH2:2][O:1][Si:27]([C:24]([CH3:26])([CH3:25])[CH3:23])([CH3:29])[CH3:28])=[O:11]. The catalyst class is: 4. (3) Reactant: [F:1][CH:2]([F:17])[C:3]1[CH:4]=[CH:5][C:6]([C:9]([F:16])([F:15])[C:10](OCC)=[O:11])=[N:7][CH:8]=1.[BH4-].[Na+]. Product: [F:17][CH:2]([F:1])[C:3]1[CH:4]=[CH:5][C:6]([C:9]([F:16])([F:15])[CH2:10][OH:11])=[N:7][CH:8]=1. The catalyst class is: 8.